Dataset: Full USPTO retrosynthesis dataset with 1.9M reactions from patents (1976-2016). Task: Predict the reactants needed to synthesize the given product. (1) Given the product [NH3:6].[Cl:1][C:2]1[CH:16]=[CH:15][C:14]2[N:13]3[C:9]([CH2:29][N:6]([CH3:7])[CH2:5][C:4]=2[CH:3]=1)=[N:10][N:11]=[C:12]3[CH:17]1[CH2:18][CH2:19][N:20]([C:23]2[CH:28]=[CH:27][CH:26]=[CH:25][N:24]=2)[CH2:21][CH2:22]1, predict the reactants needed to synthesize it. The reactants are: [Cl:1][C:2]1[CH:16]=[CH:15][C:14]2[N:13]3[C:9](=[N:10][N:11]=[C:12]3[CH:17]3[CH2:22][CH2:21][N:20]([C:23]4[CH:28]=[CH:27][CH:26]=[CH:25][N:24]=4)[CH2:19][CH2:18]3)C[CH2:7][N:6]([CH3:29])[CH2:5][C:4]=2[CH:3]=1. (2) Given the product [Cl:1][CH2:2]/[C:3](/[O:10][CH2:13][CH2:14][CH3:15])=[CH:4]\[C:5]([O:7][CH2:8][CH3:9])=[O:6], predict the reactants needed to synthesize it. The reactants are: [Cl:1][CH2:2][C:3](=[O:10])[CH2:4][C:5]([O:7][CH2:8][CH3:9])=[O:6].C(OCCC)(OCCC)O[CH2:13][CH2:14][CH3:15].O=P12OP3(OP(OP(O3)(O1)=O)(=O)O2)=O. (3) Given the product [CH:1]1[C:2]([C:10]([O:12][CH3:13])=[O:11])=[CH:3][N:4]2[C:9]=1[CH2:8][CH2:7][CH2:6][CH2:5]2, predict the reactants needed to synthesize it. The reactants are: [CH:1]1[C:2]([C:10]([O:12][CH3:13])=[O:11])=[CH:3][N:4]2[C:9]=1[CH:8]=[CH:7][CH:6]=[CH:5]2.